Dataset: Catalyst prediction with 721,799 reactions and 888 catalyst types from USPTO. Task: Predict which catalyst facilitates the given reaction. Reactant: C([O:5][C:6](=[O:38])[C@H:7]([CH2:29][CH2:30][C:31]([O:33]C(C)(C)C)=[O:32])[NH:8][NH:9][C:10](=[O:28])[C:11]1[CH:16]=[CH:15][C:14]([NH:17]C(OC(C)(C)C)=O)=[CH:13][C:12]=1[N+:25]([O-:27])=[O:26])(C)(C)C.FC(F)(F)C(O)=O. The catalyst class is: 4. Product: [NH2:17][C:14]1[CH:15]=[CH:16][C:11]([C:10]([NH:9][NH:8][C@H:7]([C:6]([OH:38])=[O:5])[CH2:29][CH2:30][C:31]([OH:33])=[O:32])=[O:28])=[C:12]([N+:25]([O-:27])=[O:26])[CH:13]=1.